From a dataset of Full USPTO retrosynthesis dataset with 1.9M reactions from patents (1976-2016). Predict the reactants needed to synthesize the given product. (1) Given the product [O:4]=[C:2]([CH:12]1[CH2:13][CH2:14][CH2:15][C:11]1=[O:16])[C:1]([O:8][CH2:9][CH3:10])=[O:7], predict the reactants needed to synthesize it. The reactants are: [C:1]([O:8][CH2:9][CH3:10])(=[O:7])[C:2]([O:4]CC)=O.[C:11]1(=[O:16])[CH2:15][CH2:14][CH2:13][CH2:12]1. (2) Given the product [N:25]1[CH:30]=[CH:29][CH:28]=[CH:27][C:26]=1[NH:1][CH2:2][CH2:3][N:4]1[C:12]2[C:7](=[CH:8][CH:9]=[CH:10][CH:11]=2)[C:6]2([C:16]3=[CH:17][C:18]4[O:22][CH2:21][O:20][C:19]=4[CH:23]=[C:15]3[O:14][CH2:13]2)[C:5]1=[O:24], predict the reactants needed to synthesize it. The reactants are: [NH2:1][CH2:2][CH2:3][N:4]1[C:12]2[C:7](=[CH:8][CH:9]=[CH:10][CH:11]=2)[C:6]2([C:16]3=[CH:17][C:18]4[O:22][CH2:21][O:20][C:19]=4[CH:23]=[C:15]3[O:14][CH2:13]2)[C:5]1=[O:24].[NH:25]1[CH2:30][CH2:29][CH:28](CN2C3C(=CC=CC=3)C3(C4=CC5OCOC=5C=C4OC3)C2=O)[CH2:27][CH2:26]1.BrC1C=CC=CN=1.BrC1C=CC=CC=1. (3) Given the product [N:22]1([S:19]([N:16]2[CH2:15][CH2:14][CH:13]([CH2:12][C:9]3[CH:10]=[CH:11][C:6]([NH2:5])=[CH:7][CH:8]=3)[CH2:18][CH2:17]2)(=[O:21])=[O:20])[CH2:23][CH2:24][CH2:25][CH2:26][CH2:27]1, predict the reactants needed to synthesize it. The reactants are: FC(F)(F)C([NH:5][C:6]1[CH:11]=[CH:10][C:9]([CH2:12][CH:13]2[CH2:18][CH2:17][N:16]([S:19]([N:22]3[CH2:27][CH2:26][CH2:25][CH2:24][CH2:23]3)(=[O:21])=[O:20])[CH2:15][CH2:14]2)=[CH:8][CH:7]=1)=O.[OH-].[Li+]. (4) Given the product [Br:1][C:2]1[CH:7]=[CH:6][C:5]([O:8][CH2:11][CH2:10][Br:9])=[CH:4][CH:3]=1, predict the reactants needed to synthesize it. The reactants are: [Br:1][C:2]1[CH:7]=[CH:6][C:5]([OH:8])=[CH:4][CH:3]=1.[Br:9][CH2:10][CH2:11]Br.[OH-].[Na+]. (5) Given the product [CH2:1]([N:8]1[CH:14]([CH3:15])[CH2:13][CH2:12][CH2:11][CH:10]([CH2:16][OH:17])[CH2:9]1)[C:2]1[CH:7]=[CH:6][CH:5]=[CH:4][CH:3]=1, predict the reactants needed to synthesize it. The reactants are: [CH2:1]([N:8]1[CH:14]([CH3:15])[CH2:13][CH2:12][CH2:11][CH:10]([C:16](OC)=[O:17])[C:9]1=O)[C:2]1[CH:7]=[CH:6][CH:5]=[CH:4][CH:3]=1.[H-].[Al+3].[Li+].[H-].[H-].[H-].